Dataset: Forward reaction prediction with 1.9M reactions from USPTO patents (1976-2016). Task: Predict the product of the given reaction. (1) Given the reactants [Cl:1][C:2]1[CH:36]=[C:35]([CH3:37])[CH:34]=[CH:33][C:3]=1[CH2:4][C:5]1[CH:13]=[C:12]2[C:8]([C:9]([CH2:23][N:24]([CH3:32])[C:25](=[O:31])[O:26][C:27]([CH3:30])([CH3:29])[CH3:28])=[CH:10][N:11]2S(C2C=NC=CC=2)(=O)=O)=[CH:7][CH:6]=1.[F-].C([N+](CCCC)(CCCC)CCCC)CCC.O1CCCC1.O, predict the reaction product. The product is: [Cl:1][C:2]1[CH:36]=[C:35]([CH3:37])[CH:34]=[CH:33][C:3]=1[CH2:4][C:5]1[CH:13]=[C:12]2[C:8]([C:9]([CH2:23][N:24]([CH3:32])[C:25](=[O:31])[O:26][C:27]([CH3:30])([CH3:29])[CH3:28])=[CH:10][NH:11]2)=[CH:7][CH:6]=1. (2) Given the reactants [F:1][C:2]1[CH:3]=[C:4]([CH2:8][CH2:9][N:10]2[CH2:14][CH2:13][C@@H:12]([NH:15][C:16]3[N:17]=[CH:18][C:19](/[CH:22]=[CH:23]/[C:24]([NH:26][O:27]C4CCCCO4)=[O:25])=[N:20][CH:21]=3)[CH2:11]2)[CH:5]=[CH:6][CH:7]=1.[ClH:34], predict the reaction product. The product is: [ClH:34].[ClH:34].[F:1][C:2]1[CH:3]=[C:4]([CH2:8][CH2:9][N:10]2[CH2:14][CH2:13][C@@H:12]([NH:15][C:16]3[N:17]=[CH:18][C:19](/[CH:22]=[CH:23]/[C:24]([NH:26][OH:27])=[O:25])=[N:20][CH:21]=3)[CH2:11]2)[CH:5]=[CH:6][CH:7]=1. (3) The product is: [CH:1]1([O:6][C:7]2[N:12]=[C:11]([N:13]([CH2:27][C:28]3[CH:29]=[N:30][CH:31]=[CH:32][CH:33]=3)[C:14]3[CH:15]=[C:16]([CH:24]=[CH:25][CH:26]=3)[C:17]([OH:19])=[O:18])[CH:10]=[CH:9][C:8]=2[O:34][CH3:35])[CH2:2][CH2:3][CH2:4][CH2:5]1. Given the reactants [CH:1]1([O:6][C:7]2[N:12]=[C:11]([N:13]([CH2:27][C:28]3[CH:29]=[N:30][CH:31]=[CH:32][CH:33]=3)[C:14]3[CH:15]=[C:16]([CH:24]=[CH:25][CH:26]=3)[C:17]([O:19]C(C)(C)C)=[O:18])[CH:10]=[CH:9][C:8]=2[O:34][CH3:35])[CH2:5][CH2:4][CH2:3][CH2:2]1, predict the reaction product. (4) Given the reactants Cl.[Br:2][C:3]1[CH:16]=[CH:15][C:6]([O:7][CH2:8][CH:9]2[CH2:14][CH2:13][NH:12][CH2:11][CH2:10]2)=[CH:5][CH:4]=1.[F:17][C:18]([F:26])([F:25])[C:19]1([C:22](O)=[O:23])[CH2:21][CH2:20]1.C(Cl)CCl.C1C=CC2N(O)N=NC=2C=1.CCN(C(C)C)C(C)C, predict the reaction product. The product is: [Br:2][C:3]1[CH:4]=[CH:5][C:6]([O:7][CH2:8][CH:9]2[CH2:10][CH2:11][N:12]([C:22]([C:19]3([C:18]([F:26])([F:25])[F:17])[CH2:21][CH2:20]3)=[O:23])[CH2:13][CH2:14]2)=[CH:15][CH:16]=1. (5) Given the reactants [F:1][C:2]1[CH:7]=[CH:6][C:5]([F:8])=[CH:4][C:3]=1[S:9]([N:12]([C:16]1[CH:21]=[CH:20][CH:19]=[C:18]([C:22]2[C:26]([C:27]3[CH:32]=[CH:31][N:30]=[CH:29][CH:28]=3)=[CH:25][N:24]([CH:33]([CH3:35])[CH3:34])[N:23]=2)[C:17]=1[F:36])COC)(=[O:11])=[O:10], predict the reaction product. The product is: [F:1][C:2]1[CH:7]=[CH:6][C:5]([F:8])=[CH:4][C:3]=1[S:9]([NH:12][C:16]1[CH:21]=[CH:20][CH:19]=[C:18]([C:22]2[C:26]([C:27]3[CH:32]=[CH:31][N:30]=[CH:29][CH:28]=3)=[CH:25][N:24]([CH:33]([CH3:34])[CH3:35])[N:23]=2)[C:17]=1[F:36])(=[O:10])=[O:11]. (6) Given the reactants [C:1]([O:5][C:6]([NH:8][C@H:9]([C:13]1[N:23]=[CH:22][C:21]([Cl:24])=[CH:20][C:14]=1[C:15](OCC)=[O:16])[CH:10]([CH3:12])[CH3:11])=[O:7])([CH3:4])([CH3:3])[CH3:2].[BH4-].[Na+].[Cl-].[Ca+2].[Cl-], predict the reaction product. The product is: [Cl:24][C:21]1[CH:20]=[C:14]([CH2:15][OH:16])[C:13]([C@@H:9]([NH:8][C:6](=[O:7])[O:5][C:1]([CH3:3])([CH3:2])[CH3:4])[CH:10]([CH3:12])[CH3:11])=[N:23][CH:22]=1. (7) The product is: [F:25][C:26]1[CH:31]=[CH:30][C:29]([C@H:32]([NH:34][CH:6]2[CH2:2][CH2:3][C@@H:4]([C:7]3[CH:8]=[C:9]([CH:17]=[C:18]([C:20]([F:21])([F:22])[F:23])[CH:19]=3)[O:10][CH2:11][C:12]([OH:14])=[O:13])[CH2:5]2)[CH3:33])=[CH:28][C:27]=1[O:35][CH3:36]. Given the reactants O=[C:2]1[CH2:6][CH2:5][C@@H:4]([C:7]2[CH:8]=[C:9]([CH:17]=[C:18]([C:20]([F:23])([F:22])[F:21])[CH:19]=2)[O:10][CH2:11][C:12]([O:14]CC)=[O:13])[CH2:3]1.Cl.[F:25][C:26]1[CH:31]=[CH:30][C:29]([C@H:32]([NH2:34])[CH3:33])=[CH:28][C:27]=1[O:35][CH3:36], predict the reaction product.